Task: Predict the reactants needed to synthesize the given product.. Dataset: Full USPTO retrosynthesis dataset with 1.9M reactions from patents (1976-2016) (1) Given the product [C:1]([C:5]1[CH:23]=[C:8]2[N:9]=[C:10]([CH3:22])[C:11]([CH:14]([CH2:19][CH2:20][CH3:21])[C:15]([O:17][CH3:18])=[O:16])=[C:12]([C:28]3[CH:29]=[CH:30][C:25]([Cl:24])=[CH:26][C:27]=3[O:34][CH3:35])[N:7]2[N:6]=1)([CH3:4])([CH3:3])[CH3:2], predict the reactants needed to synthesize it. The reactants are: [C:1]([C:5]1[CH:23]=[C:8]2[N:9]=[C:10]([CH3:22])[C:11]([CH:14]([CH2:19][CH2:20][CH3:21])[C:15]([O:17][CH3:18])=[O:16])=[C:12](Cl)[N:7]2[N:6]=1)([CH3:4])([CH3:3])[CH3:2].[Cl:24][C:25]1[CH:30]=[CH:29][C:28](B(O)O)=[C:27]([O:34][CH3:35])[CH:26]=1.C(N(C(C)C)CC)(C)C. (2) The reactants are: N(C1C=C[C:7]([NH:10][C:11](N)=[S:12])=CC=1)=C=S.C1(N=C=S)C=CC(N=C=[S:22])=CC=1.N.[CH2:27]1[CH2:37][CH2:36][N:35]2[C:30](=[N:31]CCC2)[CH2:29][CH2:28]1. Given the product [CH:11]([NH:10][CH:7]=[S:22])=[S:12].[C:30]1([NH2:31])[CH:29]=[CH:28][CH:27]=[CH:37][C:36]=1[NH2:35], predict the reactants needed to synthesize it. (3) Given the product [CH:11]1([CH2:10][O:9][CH2:1][CH2:2][CH2:3][CH2:4][CH2:5][CH2:6][CH2:7][CH2:8][C:18]2[CH:23]=[CH:22][C:21]([N+:24]([O-:26])=[O:25])=[CH:20][CH:19]=2)[CH2:12][CH2:13][CH2:14][CH2:15][CH2:16]1, predict the reactants needed to synthesize it. The reactants are: [CH2:1]([O:9][CH2:10][CH:11]1[CH2:16][CH2:15][CH2:14][CH2:13][CH2:12]1)[CH2:2][CH2:3][CH2:4][CH2:5][CH2:6][CH:7]=[CH2:8].Br[C:18]1[CH:23]=[CH:22][C:21]([N+:24]([O-:26])=[O:25])=[CH:20][CH:19]=1. (4) Given the product [CH3:19][O:18][N:17]([CH3:16])[C:10]([CH:9]([NH:8][C:6](=[O:7])[O:5][C:1]([CH3:2])([CH3:3])[CH3:4])[CH2:13][CH:14]=[CH2:15])=[O:12], predict the reactants needed to synthesize it. The reactants are: [C:1]([O:5][C:6]([NH:8][C@@H:9]([CH2:13][CH:14]=[CH2:15])[C:10]([OH:12])=O)=[O:7])([CH3:4])([CH3:3])[CH3:2].[CH3:16][NH:17][O:18][CH3:19].F[P-](F)(F)(F)(F)F.N1(O[P+](N2CCCC2)(N2CCCC2)N2CCCC2)C2C=CC=CC=2N=N1.C(N(C(C)C)CC)(C)C. (5) Given the product [CH3:25][C:24]1[CH:23]=[C:22]2[C:17]([CH:18]=[CH:19][N:20]=[C:21]2[NH2:26])=[CH:16][C:15]=1[O:14][CH:11]1[CH2:12][CH2:13][NH:8][CH2:9][CH2:10]1, predict the reactants needed to synthesize it. The reactants are: C(OC([N:8]1[CH2:13][CH2:12][CH:11]([O:14][C:15]2[CH:16]=[C:17]3[C:22](=[CH:23][C:24]=2[CH3:25])[C:21]([NH2:26])=[N:20][CH:19]=[CH:18]3)[CH2:10][CH2:9]1)=O)(C)(C)C. (6) Given the product [CH2:19]([O:18][C:16](=[O:17])[C:15]([CH2:21][CH3:22])([OH:14])[CH:5]([CH2:6][C:7]1[CH:12]=[CH:11][CH:10]=[CH:9][CH:8]=1)[C:4]([O:3][CH2:1][CH3:2])=[O:13])[CH3:20], predict the reactants needed to synthesize it. The reactants are: [CH2:1]([O:3][C:4](=[O:13])[CH2:5][CH2:6][C:7]1[CH:12]=[CH:11][CH:10]=[CH:9][CH:8]=1)[CH3:2].[O:14]=[C:15]([CH2:21][CH3:22])[C:16]([O:18][CH2:19][CH3:20])=[O:17].